Predict the product of the given reaction. From a dataset of Forward reaction prediction with 1.9M reactions from USPTO patents (1976-2016). (1) The product is: [P:1]([OH:8])([OH:3])([O:13][CH2:14][CH:15]1[CH2:20][CH2:19][N:18]([CH2:21][CH2:22][CH2:23][O:24][C:25]2[CH:34]=[C:33]3[C:28]([C:29]([NH:35][C:36]4[S:37][C:38]([CH2:41][C:42]([NH:44][C:45]5[CH:50]=[CH:49][CH:48]=[C:47]([F:51])[CH:46]=5)=[O:43])=[CH:39][N:40]=4)=[N:30][CH:31]=[N:32]3)=[CH:27][C:26]=2[O:52][CH3:53])[CH2:17][CH2:16]1)=[O:2]. Given the reactants [P:1]([O:13][CH2:14][CH:15]1[CH2:20][CH2:19][N:18]([CH2:21][CH2:22][CH2:23][O:24][C:25]2[CH:34]=[C:33]3[C:28]([C:29]([NH:35][C:36]4[S:37][C:38]([CH2:41][C:42]([NH:44][C:45]5[CH:50]=[CH:49][CH:48]=[C:47]([F:51])[CH:46]=5)=[O:43])=[CH:39][N:40]=4)=[N:30][CH:31]=[N:32]3)=[CH:27][C:26]=2[O:52][CH3:53])[CH2:17][CH2:16]1)([O:8]C(C)(C)C)([O:3]C(C)(C)C)=[O:2].Cl.C1(N)C(F)=C(F)C(F)=C(N)C=1F.Cl.Cl, predict the reaction product. (2) Given the reactants Br[C:2]1[CH:7]=[CH:6][CH:5]=[CH:4][C:3]=1[C:8]([CH:10]1[CH2:15][CH2:14][O:13][CH2:12][CH2:11]1)=[O:9].[O:16]1[CH2:21][CH2:20][N:19]([C:22]2[C:23]([NH2:41])=[N:24][C:25]3[C:30]([CH:31]=2)=[CH:29][C:28](B2OC(C)(C)C(C)(C)O2)=[CH:27][CH:26]=3)[CH2:18][CH2:17]1.[O-]P([O-])([O-])=O.[K+].[K+].[K+].C(C1C=CC(C2C=CC=CC=2)=C(C(C)C)C=1C(C)C)(C)C, predict the reaction product. The product is: [NH2:41][C:23]1[C:22]([N:19]2[CH2:20][CH2:21][O:16][CH2:17][CH2:18]2)=[CH:31][C:30]2[C:25](=[CH:26][CH:27]=[C:28]([C:2]3[CH:7]=[CH:6][CH:5]=[CH:4][C:3]=3[C:8]([CH:10]3[CH2:15][CH2:14][O:13][CH2:12][CH2:11]3)=[O:9])[CH:29]=2)[N:24]=1. (3) Given the reactants [CH3:1][O:2][C:3]([N:5]1[C:11]2[CH:12]=[CH:13][CH:14]=[CH:15][C:10]=2[C:9](=[O:16])[CH2:8][C:7]2[CH:17]=[CH:18][CH:19]=[CH:20][C:6]1=2)=[O:4].[C:21]1(C)C=CC(S(O)(=O)=O)=CC=1.C(OC)(OC)OC, predict the reaction product. The product is: [CH3:1][O:2][C:3]([N:5]1[C:11]2[CH:12]=[CH:13][CH:14]=[CH:15][C:10]=2[C:9]([O:16][CH3:21])=[CH:8][C:7]2[CH:17]=[CH:18][CH:19]=[CH:20][C:6]1=2)=[O:4]. (4) Given the reactants [C:1]([NH:5][S:6]([C:9]1[CH:14]=[CH:13][CH:12]=[C:11]([C:15]2[N:23]3[C:18]([CH:19]=[N:20][C:21](S(C)=O)=[N:22]3)=[CH:17][CH:16]=2)[CH:10]=1)(=[O:8])=[O:7])([CH3:4])([CH3:3])[CH3:2].[CH3:27][N:28]1[C:32]2[CH:33]=[C:34]([NH2:37])[CH:35]=[CH:36][C:31]=2[N:30]=[CH:29]1, predict the reaction product. The product is: [C:1]([NH:5][S:6]([C:9]1[CH:14]=[CH:13][CH:12]=[C:11]([C:15]2[N:23]3[C:18]([CH:19]=[N:20][C:21]([NH:37][C:34]4[CH:35]=[CH:36][C:31]5[N:30]=[CH:29][N:28]([CH3:27])[C:32]=5[CH:33]=4)=[N:22]3)=[CH:17][CH:16]=2)[CH:10]=1)(=[O:8])=[O:7])([CH3:4])([CH3:3])[CH3:2]. (5) Given the reactants [Cl:1][C:2]1[C:11]2[C:6](=[CH:7][C:8](Br)=[CH:9][CH:10]=2)[N:5]=[CH:4][CH:3]=1.[CH3:13][Sn:14]([CH3:20])([CH3:19])[Sn:14]([CH3:20])([CH3:19])[CH3:13].CCCCCC.CCOC(C)=O, predict the reaction product. The product is: [Cl:1][C:2]1[C:11]2[C:6](=[CH:7][C:8]([Sn:14]([CH3:20])([CH3:19])[CH3:13])=[CH:9][CH:10]=2)[N:5]=[CH:4][CH:3]=1. (6) Given the reactants [CH3:1][N:2]1[C:10](=[O:11])[C:9]2[N:8]([CH2:12][C:13]3[CH:22]=[CH:21][C:16]([C:17](OC)=[O:18])=[CH:15][CH:14]=3)[C:7]([O:23][C:24]3[CH:29]=[CH:28][CH:27]=[C:26]([O:30][C:31]([F:34])([F:33])[F:32])[CH:25]=3)=[N:6][C:5]=2[N:4]([CH3:35])[C:3]1=[O:36].[BH4-].[Li+], predict the reaction product. The product is: [OH:18][CH2:17][C:16]1[CH:21]=[CH:22][C:13]([CH2:12][N:8]2[C:9]3[C:10](=[O:11])[N:2]([CH3:1])[C:3](=[O:36])[N:4]([CH3:35])[C:5]=3[N:6]=[C:7]2[O:23][C:24]2[CH:29]=[CH:28][CH:27]=[C:26]([O:30][C:31]([F:32])([F:33])[F:34])[CH:25]=2)=[CH:14][CH:15]=1. (7) Given the reactants [CH2:1]([O:3][C:4]1[CH:5]=[C:6]([CH:9]=[CH:10][C:11]=1[O:12][CH2:13][CH2:14][CH2:15][CH2:16][CH2:17][CH2:18][CH2:19][CH2:20][CH2:21][CH2:22][CH2:23][OH:24])[CH:7]=O)[CH3:2].[O:25]1[C:29]2[CH:30]=[CH:31][C:32]([CH2:34][C:35]#[N:36])=[CH:33][C:28]=2[O:27][CH2:26]1, predict the reaction product. The product is: [O:25]1[C:29]2[CH:30]=[CH:31][C:32](/[C:34](=[CH:7]/[C:6]3[CH:9]=[CH:10][C:11]([O:12][CH2:13][CH2:14][CH2:15][CH2:16][CH2:17][CH2:18][CH2:19][CH2:20][CH2:21][CH2:22][CH2:23][OH:24])=[C:4]([O:3][CH2:1][CH3:2])[CH:5]=3)/[C:35]#[N:36])=[CH:33][C:28]=2[O:27][CH2:26]1. (8) Given the reactants [CH:1]([C:4]1[C:5](=[O:21])[NH:6][C:7](=[O:20])[NH:8][C:9]=1[O:10][C:11]1[CH:16]=[C:15]([CH3:17])[CH:14]=[C:13]([CH3:18])[C:12]=1[CH3:19])([CH3:3])[CH3:2].C(=O)([O-])[O-].[K+].[K+].[F:28][C:29]1[CH:34]=[C:33]([CH2:35]OS(C)(=O)=O)[CH:32]=[C:31]([NH:41][CH2:42][C:43]2[CH:48]=[CH:47][C:46]([O:49][CH3:50])=[CH:45][CH:44]=2)[N:30]=1.[I-].[Li+], predict the reaction product. The product is: [F:28][C:29]1[CH:34]=[C:33]([CH2:35][N:8]2[C:9]([O:10][C:11]3[CH:16]=[C:15]([CH3:17])[CH:14]=[C:13]([CH3:18])[C:12]=3[CH3:19])=[C:4]([CH:1]([CH3:3])[CH3:2])[C:5](=[O:21])[NH:6][C:7]2=[O:20])[CH:32]=[C:31]([NH:41][CH2:42][C:43]2[CH:48]=[CH:47][C:46]([O:49][CH3:50])=[CH:45][CH:44]=2)[N:30]=1.